From a dataset of Catalyst prediction with 721,799 reactions and 888 catalyst types from USPTO. Predict which catalyst facilitates the given reaction. (1) The catalyst class is: 40. Reactant: N1CC(=O)NC1=O.C1(N[C:12]2[N:17]3[N:18]=[CH:19][C:20](C=O)=[C:16]3[N:15]=[C:14]([S:23][CH3:24])[C:13]=2[C:25]#[N:26])CC1.N1CCCCC1. Product: [CH3:24][S:23][C:14]1[C:13]([C:25]#[N:26])=[CH:12][N:17]2[N:18]=[CH:19][CH:20]=[C:16]2[N:15]=1. (2) Product: [ClH:1].[NH2:15][CH2:14][CH:13]([CH2:12][C:11]1[CH:24]=[CH:25][C:8]([O:7][CH2:6][CH2:5][O:4][C:3]2[C:2]([Cl:1])=[CH:29][C:28]([CH3:30])=[CH:27][C:26]=2[Cl:31])=[CH:9][CH:10]=1)[C:16]([N:18]1[CH2:19][CH2:20][O:21][CH2:22][CH2:23]1)=[O:17]. The catalyst class is: 94. Reactant: [Cl:1][C:2]1[CH:29]=[C:28]([CH3:30])[CH:27]=[C:26]([Cl:31])[C:3]=1[O:4][CH2:5][CH2:6][O:7][C:8]1[CH:25]=[CH:24][C:11]([CH2:12][CH:13]([C:16]([N:18]2[CH2:23][CH2:22][O:21][CH2:20][CH2:19]2)=[O:17])[C:14]#[N:15])=[CH:10][CH:9]=1.CC(OC(OC(OC(C)(C)C)=O)=O)(C)C.C(N(CC)CC)C. (3) Reactant: [F:1][C:2]1[CH:9]=[CH:8][C:7]([CH2:10][CH2:11][C:12]2([CH2:32][OH:33])[CH2:17][CH2:16][N:15]([C:18](=[O:31])[CH2:19][C:20]3[CH:25]=[CH:24][C:23]([N:26]4[CH:30]=[N:29][N:28]=[N:27]4)=[CH:22][CH:21]=3)[CH2:14][CH2:13]2)=[CH:6][C:3]=1[C:4]#[N:5].CC(OI1(OC(C)=O)(OC(C)=O)OC(=O)C2C=CC=CC1=2)=O. Product: [F:1][C:2]1[CH:9]=[CH:8][C:7]([CH2:10][CH2:11][C:12]2([CH:32]=[O:33])[CH2:13][CH2:14][N:15]([C:18](=[O:31])[CH2:19][C:20]3[CH:25]=[CH:24][C:23]([N:26]4[CH:30]=[N:29][N:28]=[N:27]4)=[CH:22][CH:21]=3)[CH2:16][CH2:17]2)=[CH:6][C:3]=1[C:4]#[N:5]. The catalyst class is: 2. (4) Reactant: C(Cl)Cl.[C:4]([NH:8][S:9]([C:12]1[S:16][C:15](B(O)O)=[CH:14][CH:13]=1)(=[O:11])=[O:10])([CH3:7])([CH3:6])[CH3:5].Br[C:21]1[N:26]=[C:25]([NH:27][C:28]2[CH:32]=[C:31]([CH:33]3[CH2:35][CH2:34]3)[NH:30][N:29]=2)[C:24]([Br:36])=[CH:23][N:22]=1.C([O-])([O-])=O.[Na+].[Na+]. Product: [Br:36][C:24]1[C:25]([NH:27][C:28]2[CH:32]=[C:31]([CH:33]3[CH2:35][CH2:34]3)[NH:30][N:29]=2)=[N:26][C:21]([C:15]2[S:16][C:12]([S:9]([NH:8][C:4]([CH3:7])([CH3:6])[CH3:5])(=[O:11])=[O:10])=[CH:13][CH:14]=2)=[N:22][CH:23]=1. The catalyst class is: 75. (5) Reactant: [F:1][C:2]([F:14])([F:13])[C:3]1[CH:12]=[CH:11][C:6]([C:7]([NH:9][NH2:10])=[O:8])=[CH:5][CH:4]=1.[CH:15](=O)[C:16]1[CH:21]=[CH:20][CH:19]=[CH:18][CH:17]=1.S(=O)(=O)(O)O. The catalyst class is: 5. Product: [CH:15](=[N:10][NH:9][C:7](=[O:8])[C:6]1[CH:11]=[CH:12][C:3]([C:2]([F:13])([F:14])[F:1])=[CH:4][CH:5]=1)[C:16]1[CH:21]=[CH:20][CH:19]=[CH:18][CH:17]=1. (6) Reactant: [Li]CCCC.[CH:6]([NH:9]C(C)C)(C)[CH3:7].C(#N)C.[Cl:16][C:17]1[CH:26]=[N:25][CH:24]=[CH:23][C:18]=1[C:19]([O:21]C)=O. Product: [Cl:16][C:17]1[CH:26]=[N:25][CH:24]=[CH:23][C:18]=1[C:19](=[O:21])[CH2:7][C:6]#[N:9]. The catalyst class is: 134.